Regression. Given a peptide amino acid sequence and an MHC pseudo amino acid sequence, predict their binding affinity value. This is MHC class II binding data. From a dataset of Peptide-MHC class II binding affinity with 134,281 pairs from IEDB. (1) The peptide sequence is PSHIMSVLDMGQGIL. The MHC is DRB1_0301 with pseudo-sequence DRB1_0301. The binding affinity (normalized) is 0.381. (2) The peptide sequence is AIVREAIKRKLRTLI. The MHC is DRB1_1101 with pseudo-sequence DRB1_1101. The binding affinity (normalized) is 0.732. (3) The peptide sequence is DINASFRAAMATTAN. The MHC is DRB1_1501 with pseudo-sequence DRB1_1501. The binding affinity (normalized) is 0.469. (4) The peptide sequence is KSDPSQGGGIKITHF. The MHC is DRB1_0901 with pseudo-sequence DRB1_0901. The binding affinity (normalized) is 0. (5) The peptide sequence is VSGAAVVSGFVVASL. The MHC is DRB1_0404 with pseudo-sequence DRB1_0404. The binding affinity (normalized) is 0.608. (6) The peptide sequence is DSKHQLDMIITAVNS. The MHC is DRB1_0405 with pseudo-sequence DRB1_0405. The binding affinity (normalized) is 0.652. (7) The peptide sequence is NLADAVSKAPQLVPK. The MHC is HLA-DQA10101-DQB10501 with pseudo-sequence HLA-DQA10101-DQB10501. The binding affinity (normalized) is 0. (8) The peptide sequence is QGEPGAVIRGKKGAG. The MHC is DRB1_1001 with pseudo-sequence DRB1_1001. The binding affinity (normalized) is 0.204.